This data is from Forward reaction prediction with 1.9M reactions from USPTO patents (1976-2016). The task is: Predict the product of the given reaction. (1) Given the reactants [CH2:1]([C:3]1[CH:4]=[C:5]([CH3:15])[C:6]([N:9]2[CH2:14][CH2:13][NH:12][CH2:11][CH2:10]2)=[N:7][CH:8]=1)[CH3:2].[I:16][C:17]1[CH:25]=[CH:24][C:20]([C:21](Cl)=[O:22])=[CH:19][CH:18]=1, predict the reaction product. The product is: [CH2:1]([C:3]1[CH:4]=[C:5]([CH3:15])[C:6]([N:9]2[CH2:10][CH2:11][N:12]([C:21]([C:20]3[CH:24]=[CH:25][C:17]([I:16])=[CH:18][CH:19]=3)=[O:22])[CH2:13][CH2:14]2)=[N:7][CH:8]=1)[CH3:2]. (2) Given the reactants [F:1][C:2]1[C:7]([NH:8][CH2:9][C:10]2[CH:15]=[C:14]([C:16]3[CH:21]=[CH:20][CH:19]=[C:18]([F:22])[CH:17]=3)[CH:13]=[C:12]([CH3:23])[C:11]=2[F:24])=[C:6]([F:25])[CH:5]=[CH:4][C:3]=1[OH:26].C([O-])([O-])=O.[Cs+].[Cs+].Br[CH2:34][C:35]([O:37][CH2:38][CH3:39])=[O:36], predict the reaction product. The product is: [F:1][C:2]1[C:7]([NH:8][CH2:9][C:10]2[CH:15]=[C:14]([C:16]3[CH:21]=[CH:20][CH:19]=[C:18]([F:22])[CH:17]=3)[CH:13]=[C:12]([CH3:23])[C:11]=2[F:24])=[C:6]([F:25])[CH:5]=[CH:4][C:3]=1[O:26][CH2:34][C:35]([O:37][CH2:38][CH3:39])=[O:36].